This data is from Peptide-MHC class I binding affinity with 185,985 pairs from IEDB/IMGT. The task is: Regression. Given a peptide amino acid sequence and an MHC pseudo amino acid sequence, predict their binding affinity value. This is MHC class I binding data. (1) The binding affinity (normalized) is 0.626. The MHC is HLA-A11:01 with pseudo-sequence HLA-A11:01. The peptide sequence is GVMLFFLSGK. (2) The peptide sequence is HSIAYGSSQVL. The MHC is Mamu-A11 with pseudo-sequence Mamu-A11. The binding affinity (normalized) is 0.151.